From a dataset of Reaction yield outcomes from USPTO patents with 853,638 reactions. Predict the reaction yield, written as a fraction of the theoretical maximum amount of product (1.0 means a 100% yield; for example, 0.34 means a 34% yield). The reactants are Cl[C:2]1[CH:3]=[CH:4][C:5]2[N:11]3[CH2:12][C@H:8]([CH2:9][CH2:10]3)[N:7]([C:13]([NH:15][C:16]3[CH:21]=[CH:20][N:19]=[N:18][CH:17]=3)=[O:14])[C:6]=2[N:22]=1.[CH3:23][C:24]1[CH:29]=[C:28](B(O)O)[CH:27]=[CH:26][N:25]=1.[O-]P([O-])([O-])=O.[K+].[K+].[K+].CC(C1C=C(C(C)C)C(C2C=CC=CC=2P(C2CCCCC2)C2CCCCC2)=C(C(C)C)C=1)C. The catalyst is O1CCOCC1.CCOC(C)=O.C1C=CC(/C=C/C(/C=C/C2C=CC=CC=2)=O)=CC=1.C1C=CC(/C=C/C(/C=C/C2C=CC=CC=2)=O)=CC=1.C1C=CC(/C=C/C(/C=C/C2C=CC=CC=2)=O)=CC=1.[Pd].[Pd].CO.O. The product is [CH3:23][C:24]1[CH:29]=[C:28]([C:2]2[CH:3]=[CH:4][C:5]3[N:11]4[CH2:12][C@H:8]([CH2:9][CH2:10]4)[N:7]([C:13]([NH:15][C:16]4[CH:21]=[CH:20][N:19]=[N:18][CH:17]=4)=[O:14])[C:6]=3[N:22]=2)[CH:27]=[CH:26][N:25]=1. The yield is 0.351.